From a dataset of Reaction yield outcomes from USPTO patents with 853,638 reactions. Predict the reaction yield, written as a fraction of the theoretical maximum amount of product (1.0 means a 100% yield; for example, 0.34 means a 34% yield). (1) The reactants are Br[C:2]1[N:7]2[C:8](=[O:21])[N:9]([CH2:11][C@@H:12]3[CH2:14][C@H:13]3[C:15]3[CH:20]=[CH:19][CH:18]=[CH:17][N:16]=3)[N:10]=[C:6]2[CH:5]=[CH:4][CH:3]=1.[NH:22]1[CH2:27][CH2:26][O:25][CH2:24][CH2:23]1. No catalyst specified. The product is [O:25]1[CH2:26][CH2:27][N:22]([C:2]2[N:7]3[C:8](=[O:21])[N:9]([CH2:11][C@@H:12]4[CH2:14][C@H:13]4[C:15]4[CH:20]=[CH:19][CH:18]=[CH:17][N:16]=4)[N:10]=[C:6]3[CH:5]=[CH:4][CH:3]=2)[CH2:23][CH2:24]1. The yield is 0.620. (2) The reactants are [C:1]([N:4]([C:30]1[CH:35]=[CH:34][C:33]([Cl:36])=[CH:32][CH:31]=1)[C@H:5]1[C:14]2[C:9](=[CH:10][CH:11]=[CH:12][CH:13]=2)[N:8]([C:15]([C:17]2[CH:22]=[CH:21][C:20]([CH2:23][CH2:24][C:25]([O:27]C)=[O:26])=[CH:19][CH:18]=2)=[O:16])[C@@H:7]([CH3:29])[CH2:6]1)(=[O:3])[CH3:2].[OH-].[Na+]. The catalyst is CO.O1CCCC1.O. The product is [C:1]([N:4]([C:30]1[CH:31]=[CH:32][C:33]([Cl:36])=[CH:34][CH:35]=1)[C@H:5]1[C:14]2[C:9](=[CH:10][CH:11]=[CH:12][CH:13]=2)[N:8]([C:15]([C:17]2[CH:22]=[CH:21][C:20]([CH2:23][CH2:24][C:25]([OH:27])=[O:26])=[CH:19][CH:18]=2)=[O:16])[C@@H:7]([CH3:29])[CH2:6]1)(=[O:3])[CH3:2]. The yield is 0.970. (3) The reactants are [CH3:1][O:2][CH:3]([O:19][CH3:20])[CH2:4][N:5]1[C:13]2[C:8](=[CH:9][C:10]([OH:18])=[CH:11][C:12]=2[C:14]([O:16][CH3:17])=[O:15])[CH:7]=[N:6]1.[C:21](=O)([O-])[O-].[Cs+].[Cs+].IC. The catalyst is CN(C=O)C. The product is [CH3:20][O:19][CH:3]([O:2][CH3:1])[CH2:4][N:5]1[C:13]2[C:8](=[CH:9][C:10]([O:18][CH3:21])=[CH:11][C:12]=2[C:14]([O:16][CH3:17])=[O:15])[CH:7]=[N:6]1. The yield is 0.960. (4) The reactants are [CH2:1]([N:8]1[C@H:13]([CH3:14])[CH2:12][N:11]([C@H:15]([C:23]2[CH:35]=[CH:34][C:26]([C:27]([N:29]([CH2:32][CH3:33])[CH2:30][CH3:31])=[O:28])=[CH:25][CH:24]=2)[C:16]2[CH:21]=[CH:20][CH:19]=[C:18]([OH:22])[CH:17]=2)[C@@H:10]([CH3:36])[CH2:9]1)[C:2]1[CH:7]=[CH:6][CH:5]=[CH:4][CH:3]=1.I[CH2:38][C:39]([O:41]CC)=[O:40]. No catalyst specified. The product is [CH2:1]([N:8]1[C@H:13]([CH3:14])[CH2:12][N:11]([C@@H:15]([C:16]2[CH:17]=[C:18]([CH:19]=[CH:20][CH:21]=2)[O:22][CH2:38][C:39]([OH:41])=[O:40])[C:23]2[CH:24]=[CH:25][C:26]([C:27]([N:29]([CH2:32][CH3:33])[CH2:30][CH3:31])=[O:28])=[CH:34][CH:35]=2)[C@@H:10]([CH3:36])[CH2:9]1)[C:2]1[CH:3]=[CH:4][CH:5]=[CH:6][CH:7]=1. The yield is 0.846.